Task: Predict the reaction yield, written as a fraction of the theoretical maximum amount of product (1.0 means a 100% yield; for example, 0.34 means a 34% yield).. Dataset: Reaction yield outcomes from USPTO patents with 853,638 reactions (1) The reactants are [N:1]1[CH:2]=[N:3][N:4]2[CH:9]=[C:8]([C:10]3[CH:19]=[C:18]4[C:13]([CH:14]([C:20]5[CH:25]=[CH:24][C:23]([Cl:26])=[C:22]([Cl:27])[CH:21]=5)[CH2:15][NH:16][CH2:17]4)=[CH:12][CH:11]=3)[CH:7]=[CH:6][C:5]=12.[C:28](O[C:28]([O:30][C:31]([CH3:34])([CH3:33])[CH3:32])=[O:29])([O:30][C:31]([CH3:34])([CH3:33])[CH3:32])=[O:29].CCOC(C)=O.CO. The catalyst is CN(C=O)C. The product is [N:1]1[CH:2]=[N:3][N:4]2[CH:9]=[C:8]([C:10]3[CH:19]=[C:18]4[C:13]([CH:14]([C:20]5[CH:25]=[CH:24][C:23]([Cl:26])=[C:22]([Cl:27])[CH:21]=5)[CH2:15][N:16]([C:28]([O:30][C:31]([CH3:34])([CH3:33])[CH3:32])=[O:29])[CH2:17]4)=[CH:12][CH:11]=3)[CH:7]=[CH:6][C:5]=12. The yield is 0.970. (2) The reactants are [C:1]([O:8][C:9]([CH3:12])([CH3:11])[CH3:10])(=[O:7])[CH2:2][CH2:3][C:4]([O-:6])=[O:5].C([O-])(O)=O.[Na+].[C:18](=[O:25])([O:22][CH2:23]I)[S:19][CH2:20][CH3:21]. The catalyst is O.C(Cl)Cl. The product is [C:18](=[O:25])([S:19][CH2:20][CH3:21])[O:22][CH2:23][O:5][C:4](=[O:6])[CH2:3][CH2:2][C:1]([O:8][C:9]([CH3:12])([CH3:11])[CH3:10])=[O:7]. The yield is 0.820. (3) The reactants are [CH2:1]([O:5][C:6]1[CH:7]=[C:8]([CH:12]=[CH:13][CH:14]=1)[C:9]([OH:11])=O)[CH:2]([CH3:4])[CH3:3].[NH2:15][C@@H:16]1[C@H:20]2[O:21][CH2:22][C@H:23]([NH:24][C:25]([CH:27]3[CH2:29][CH2:28]3)=[O:26])[C@H:19]2[O:18][CH2:17]1. No catalyst specified. The product is [CH:27]1([C:25]([NH:24][C@@H:23]2[C@H:19]3[O:18][CH2:17][C@H:16]([NH:15][C:9](=[O:11])[C:8]4[CH:12]=[CH:13][CH:14]=[C:6]([O:5][CH2:1][CH:2]([CH3:3])[CH3:4])[CH:7]=4)[C@H:20]3[O:21][CH2:22]2)=[O:26])[CH2:28][CH2:29]1. The yield is 0.361. (4) The reactants are C(N(CC)CC)C.[CH2:8]([N:10]=[C:11]=[O:12])[CH3:9].[Cl:13][C:14]1[CH:19]=[C:18]([C:20]([F:23])([F:22])[F:21])[CH:17]=[C:16]([F:24])[C:15]=1[O:25][C:26]1[CH:30]=[C:29]([CH3:31])[NH:28][N:27]=1.Cl. The catalyst is C(OCC)(=O)C. The product is [CH2:8]([NH:10][C:11]([N:28]1[C:29]([CH3:31])=[CH:30][C:26]([O:25][C:15]2[C:16]([F:24])=[CH:17][C:18]([C:20]([F:23])([F:21])[F:22])=[CH:19][C:14]=2[Cl:13])=[N:27]1)=[O:12])[CH3:9]. The yield is 0.816. (5) The reactants are [C:1]1([CH3:12])[CH:6]=[CH:5][C:4]([C:7]2[N:11]=[CH:10][NH:9][N:8]=2)=[CH:3][CH:2]=1.[F:13][C:14]([O:20][C:21]1[CH:26]=[CH:25][C:24](Br)=[CH:23][CH:22]=1)([F:19])[C:15]([F:18])([F:17])[F:16].C([O-])([O-])=O.[Cs+].[Cs+].OC1C=CC=C2C=1N=CC=C2.Cl. The catalyst is CN(C=O)C.O.[Cu]I.CCOCC.O. The product is [F:13][C:14]([F:19])([O:20][C:21]1[CH:22]=[CH:23][C:24]([N:9]2[CH:10]=[N:11][C:7]([C:4]3[CH:3]=[CH:2][C:1]([CH3:12])=[CH:6][CH:5]=3)=[N:8]2)=[CH:25][CH:26]=1)[C:15]([F:16])([F:18])[F:17]. The yield is 0.610. (6) The product is [CH3:1][NH:2][C:3]([C:5]1[C:9]2[CH:10]=[C:11]([O:20][CH3:21])[C:12]([C:31]([OH:62])([CH3:36])[CH3:32])=[CH:13][C:8]=2[O:7][C:6]=1[C:24]1[CH:29]=[CH:28][C:27]([F:30])=[CH:26][CH:25]=1)=[O:4]. The yield is 0.850. The catalyst is CN(C=O)C.C([O-])(=O)C.[Pd+2].C([O-])(=O)C. The reactants are [CH3:1][NH:2][C:3]([C:5]1[C:9]2[CH:10]=[C:11]([O:20][CH:21](C)C)[C:12](N3CCOCC3)=[CH:13][C:8]=2[O:7][C:6]=1[C:24]1[CH:29]=[CH:28][C:27]([F:30])=[CH:26][CH:25]=1)=[O:4].[CH:31]1[CH:36]=CC(P(C2C=CC=CC=2)CCCP(C2C=CC=CC=2)C2C=CC=CC=2)=C[CH:32]=1.C([O:62]CCCC)=C.C([O-])([O-])=O.[K+].[K+]. (7) The reactants are [Cl:1][C:2]1[CH:10]=[C:9]2[C:5]([C@H:6]([C:12]3[CH:17]=[CH:16][CH:15]=[CH:14][CH:13]=3)[CH2:7][C:8]2=[O:11])=[CH:4][CH:3]=1.[BH4-].[Na+]. The yield is 0.900. The catalyst is C(O)C. The product is [Cl:1][C:2]1[CH:10]=[C:9]2[C:5]([C@H:6]([C:12]3[CH:13]=[CH:14][CH:15]=[CH:16][CH:17]=3)[CH2:7][C@@H:8]2[OH:11])=[CH:4][CH:3]=1.